Predict the reactants needed to synthesize the given product. From a dataset of Full USPTO retrosynthesis dataset with 1.9M reactions from patents (1976-2016). (1) Given the product [NH2:16][C:13]1[CH:12]=[C:11]([C:9]([NH:8][C:4]2[CH:5]=[CH:6][CH:7]=[C:2]([F:1])[CH:3]=2)=[O:10])[NH:15][N:14]=1, predict the reactants needed to synthesize it. The reactants are: [F:1][C:2]1[CH:3]=[C:4]([NH:8][C:9]([C:11]2[NH:15][N:14]=[C:13]([N+:16]([O-])=O)[CH:12]=2)=[O:10])[CH:5]=[CH:6][CH:7]=1. (2) Given the product [CH2:18]([NH:22][C:23]([C@@H:25]1[CH2:33][C:32]2[C:27](=[CH:28][CH:29]=[CH:30][CH:31]=2)[N:26]1[C:13](=[O:15])[C@@H:12]([NH:11][C:9]([O:8][CH2:1][C:2]1[CH:3]=[CH:4][CH:5]=[CH:6][CH:7]=1)=[O:10])[CH2:16][CH3:17])=[O:24])[CH2:19][CH2:20][CH3:21], predict the reactants needed to synthesize it. The reactants are: [CH2:1]([O:8][C:9]([NH:11][C@@H:12]([CH2:16][CH3:17])[C:13]([OH:15])=O)=[O:10])[C:2]1[CH:7]=[CH:6][CH:5]=[CH:4][CH:3]=1.[CH2:18]([NH:22][C:23]([C@@H:25]1[CH2:33][C:32]2[C:27](=[CH:28][CH:29]=[CH:30][CH:31]=2)[NH:26]1)=[O:24])[CH2:19][CH2:20][CH3:21].